This data is from Full USPTO retrosynthesis dataset with 1.9M reactions from patents (1976-2016). The task is: Predict the reactants needed to synthesize the given product. (1) Given the product [CH:20]1([CH2:23][CH2:24][CH2:25][CH2:26][CH2:27][CH2:28][C:29]([OH:31])=[O:30])[CH2:21][CH2:22]1, predict the reactants needed to synthesize it. The reactants are: C1([Mg]Br)CC1.ICCCCCCC(OCC)=O.[Cl-].[NH4+].[CH:20]1([CH2:23][CH2:24][CH2:25][CH2:26][CH2:27][CH2:28][C:29]([O:31]CC)=[O:30])[CH2:22][CH2:21]1.[OH-].[Na+]. (2) Given the product [NH2:1][C:2]1[CH:9]=[CH:8][C:7]([O:10][C:11]([F:12])([F:13])[F:14])=[CH:6][C:3]=1[CH:4]=[O:5], predict the reactants needed to synthesize it. The reactants are: [NH2:1][C:2]1[CH:9]=[CH:8][C:7]([O:10][C:11]([F:14])([F:13])[F:12])=[CH:6][C:3]=1[CH2:4][OH:5]. (3) Given the product [O:14]=[C:15]1[N:20]2[CH2:21][CH:22]3[CH2:27][CH:26]([C:19]2=[CH:18][CH:17]=[CH:16]1)[CH2:25][N:24]([C:6]1[C:7]2[C:12](=[CH:11][CH:10]=[CH:9][CH:8]=2)[C:3]([C:1]#[N:2])=[CH:4][CH:5]=1)[CH2:23]3, predict the reactants needed to synthesize it. The reactants are: [C:1]([C:3]1[C:12]2[C:7](=[CH:8][CH:9]=[CH:10][CH:11]=2)[C:6](F)=[CH:5][CH:4]=1)#[N:2].[O:14]=[C:15]1[N:20]2[CH2:21][CH:22]3[CH2:27][CH:26]([C:19]2=[CH:18][CH:17]=[CH:16]1)[CH2:25][NH:24][CH2:23]3. (4) Given the product [CH2:22]([NH:29][C:2]1[CH:7]=[CH:6][C:5]([N:8]([CH3:18])[S:9]([C:12]2[CH:17]=[CH:16][CH:15]=[CH:14][CH:13]=2)(=[O:11])=[O:10])=[CH:4][C:3]=1[N+:19]([O-:21])=[O:20])[C:23]1[CH:28]=[CH:27][CH:26]=[CH:25][CH:24]=1, predict the reactants needed to synthesize it. The reactants are: F[C:2]1[CH:7]=[CH:6][C:5]([N:8]([CH3:18])[S:9]([C:12]2[CH:17]=[CH:16][CH:15]=[CH:14][CH:13]=2)(=[O:11])=[O:10])=[CH:4][C:3]=1[N+:19]([O-:21])=[O:20].[CH2:22]([NH2:29])[C:23]1[CH:28]=[CH:27][CH:26]=[CH:25][CH:24]=1. (5) The reactants are: [F:1][CH:2]([F:18])[C:3]1[CH:8]=[CH:7][CH:6]=[CH:5][C:4]=1B1OC(C)(C)C(C)(C)O1.Cl[C:20]1[CH:21]=[C:22]([N:26]2[CH2:31][CH2:30][N:29]([C:32](=[O:39])[CH:33]([OH:38])[CH2:34][CH:35]([CH3:37])[CH3:36])[CH2:28][CH2:27]2)[CH:23]=[CH:24][CH:25]=1.C([O-])([O-])=O.[K+].[K+]. Given the product [F:18][CH:2]([F:1])[C:3]1[CH:8]=[CH:7][CH:6]=[CH:5][C:4]=1[C:20]1[CH:25]=[CH:24][CH:23]=[C:22]([N:26]2[CH2:27][CH2:28][N:29]([C:32](=[O:39])[C@H:33]([OH:38])[CH2:34][CH:35]([CH3:36])[CH3:37])[CH2:30][CH2:31]2)[CH:21]=1, predict the reactants needed to synthesize it. (6) Given the product [Br:11][CH2:9][C:4]1[CH:5]=[CH:6][C:7]([CH3:8])=[C:2]([CH3:1])[CH:3]=1, predict the reactants needed to synthesize it. The reactants are: [CH3:1][C:2]1[CH:3]=[C:4]([CH2:9]O)[CH:5]=[CH:6][C:7]=1[CH3:8].[Br:11]P(Br)Br. (7) Given the product [Br:1][CH2:2][CH2:3][CH2:4][CH2:5][N:6]([C:11]1[N:16]=[C:15]2[O:17][C:18]([C:24]3[CH:29]=[CH:28][C:27]([CH3:30])=[CH:26][CH:25]=3)=[C:19]([C:20]([NH:22][CH3:23])=[O:21])[C:14]2=[CH:13][C:12]=1[CH:40]1[CH2:39][CH2:34]1)[S:7]([CH3:10])(=[O:9])=[O:8], predict the reactants needed to synthesize it. The reactants are: [Br:1][CH2:2][CH2:3][CH2:4][CH2:5][N:6]([C:11]1[N:16]=[C:15]2[O:17][C:18]([C:24]3[CH:29]=[CH:28][C:27]([CH3:30])=[CH:26][CH:25]=3)=[C:19]([C:20]([NH:22][CH3:23])=[O:21])[C:14]2=[CH:13][C:12]=1I)[S:7]([CH3:10])(=[O:9])=[O:8].CO[C:34]1C=CC=C(OC)[C:39]=1[C:40]1C=CC=CC=1P(C1CCCCC1)C1CCCCC1.C(=O)([O-])[O-].[Na+].[Na+].C1(B(O)O)CC1.